Dataset: CYP3A4 inhibition data for predicting drug metabolism from PubChem BioAssay. Task: Regression/Classification. Given a drug SMILES string, predict its absorption, distribution, metabolism, or excretion properties. Task type varies by dataset: regression for continuous measurements (e.g., permeability, clearance, half-life) or binary classification for categorical outcomes (e.g., BBB penetration, CYP inhibition). Dataset: cyp3a4_veith. The result is 0 (non-inhibitor). The drug is CC(C)Oc1ccc(C(=O)Nc2ccc(NC(=O)c3ccco3)c(Cl)c2)cc1.